This data is from Forward reaction prediction with 1.9M reactions from USPTO patents (1976-2016). The task is: Predict the product of the given reaction. (1) Given the reactants [CH2:1]([C@@:4]1([C:20]2[CH:25]=[CH:24][CH:23]=[CH:22][CH:21]=2)[O:9][C:8](=[O:10])[N:7]([C@H](C2C=CC(Br)=CC=2)C)[CH2:6][CH2:5]1)[CH:2]=[CH2:3].[O:26]1CCCC1, predict the reaction product. The product is: [OH:26][CH2:3][CH2:2][CH2:1][C:4]1([C:20]2[CH:25]=[CH:24][CH:23]=[CH:22][CH:21]=2)[O:9][C:8](=[O:10])[NH:7][CH2:6][CH2:5]1. (2) Given the reactants [F:1][C:2]1[CH:28]=[C:27]([S:29]([CH3:32])(=[O:31])=[O:30])[CH:26]=[CH:25][C:3]=1[O:4][CH2:5][C:6]1[N:11]=[C:10]([CH:12]2[CH2:17][CH2:16][N:15](C(OC(C)(C)C)=O)[CH2:14][CH2:13]2)[CH:9]=[CH:8][CH:7]=1.[ClH:33], predict the reaction product. The product is: [F:1][C:2]1[CH:28]=[C:27]([S:29]([CH3:32])(=[O:31])=[O:30])[CH:26]=[CH:25][C:3]=1[O:4][CH2:5][C:6]1[CH:7]=[CH:8][CH:9]=[C:10]([CH:12]2[CH2:13][CH2:14][NH:15][CH2:16][CH2:17]2)[N:11]=1.[ClH:33]. (3) Given the reactants [OH:1][CH:2]1[CH2:5][C:4]([CH2:28][C:29]#[N:30])([N:6]2[CH:10]=[C:9]([C:11]3[C:12]4[CH:19]=[CH:18][N:17]([CH2:20][O:21][CH2:22][CH2:23][Si:24]([CH3:27])([CH3:26])[CH3:25])[C:13]=4[N:14]=[CH:15][N:16]=3)[CH:8]=[N:7]2)[CH2:3]1.CC(OI1(OC(C)=O)(OC(C)=O)OC(=O)C2C=CC=CC1=2)=O, predict the reaction product. The product is: [O:1]=[C:2]1[CH2:3][C:4]([CH2:28][C:29]#[N:30])([N:6]2[CH:10]=[C:9]([C:11]3[C:12]4[CH:19]=[CH:18][N:17]([CH2:20][O:21][CH2:22][CH2:23][Si:24]([CH3:25])([CH3:27])[CH3:26])[C:13]=4[N:14]=[CH:15][N:16]=3)[CH:8]=[N:7]2)[CH2:5]1. (4) Given the reactants C([O:3][C:4]([C:6]1[C:7]2[CH2:23][O:22][C:21]3[CH:20]=[C:19]([O:24][CH3:25])[C:18]([CH:26]=[C:27]([CH3:29])[CH3:28])=[CH:17][C:16]=3[C:8]=2[N:9]([C:11]2[S:12][CH:13]=[CH:14][CH:15]=2)[N:10]=1)=[O:5])C.C1COCC1.O.O[Li].O, predict the reaction product. The product is: [CH3:25][O:24][C:19]1[C:18]([CH:26]=[C:27]([CH3:29])[CH3:28])=[CH:17][C:16]2[C:8]3[N:9]([C:11]4[S:12][CH:13]=[CH:14][CH:15]=4)[N:10]=[C:6]([C:4]([OH:5])=[O:3])[C:7]=3[CH2:23][O:22][C:21]=2[CH:20]=1.